From a dataset of Forward reaction prediction with 1.9M reactions from USPTO patents (1976-2016). Predict the product of the given reaction. (1) Given the reactants CO[C:3](=[O:14])[CH2:4][C:5]1[S:9][CH:8]=[N:7][C:6]=1[C:10]([O:12][CH3:13])=[O:11].N1C(C)=CC=CC=1C.C(Cl)Cl.O([Si:34]([CH:41]([CH3:43])[CH3:42])([CH:38]([CH3:40])[CH3:39])[CH:35]([CH3:37])[CH3:36])S(C(F)(F)F)(=O)=O, predict the reaction product. The product is: [CH:35]([Si:34]([CH:41]([CH3:43])[CH3:42])([CH:38]([CH3:40])[CH3:39])[O:14][CH2:3][CH2:4][C:5]1[S:9][CH:8]=[N:7][C:6]=1[C:10]([O:12][CH3:13])=[O:11])([CH3:37])[CH3:36]. (2) Given the reactants [NH2:1][C:2]1[CH:3]=[C:4]2[C:8](=[CH:9][CH:10]=1)[NH:7][CH:6]=[CH:5]2.C(N(CC)CC)C.C([CH:21]([O:28]Cl)[C:22]1[CH:27]=[CH:26][CH:25]=[CH:24][CH:23]=1)(O)=O.[C:30]([O-])([O-])=[O:31].[Na+].[Na+], predict the reaction product. The product is: [C:22]1([CH2:21][O:28][C:30](=[O:31])[NH:1][C:2]2[CH:3]=[C:4]3[C:8](=[CH:9][CH:10]=2)[NH:7][CH:6]=[CH:5]3)[CH:23]=[CH:24][CH:25]=[CH:26][CH:27]=1. (3) Given the reactants [Cl:1][C:2]1[CH:3]=[C:4]([C:16]([NH:18][C@H:19]([C:21]2[CH:29]=[CH:28][C:24]([C:25]([OH:27])=[O:26])=[CH:23][CH:22]=2)[CH3:20])=[O:17])[C:5]([O:8][C:9]2[CH:14]=[CH:13][CH:12]=[C:11](F)[CH:10]=2)=[N:6][CH:7]=1.[CH3:30][N:31]([CH3:41])[CH2:32][CH2:33]C1C=CC(O)=CC=1, predict the reaction product. The product is: [ClH:1].[Cl:1][C:2]1[CH:3]=[C:4]([C:16]([NH:18][C@H:19]([C:21]2[CH:29]=[CH:28][C:24]([C:25]([OH:27])=[O:26])=[CH:23][CH:22]=2)[CH3:20])=[O:17])[C:5]([O:8][C:9]2[CH:14]=[CH:13][C:12]([CH2:33][CH2:32][N:31]([CH3:41])[CH3:30])=[CH:11][CH:10]=2)=[N:6][CH:7]=1. (4) The product is: [NH2:37]/[C:36](=[N:2]\[OH:3])/[CH2:35][N:27]1[C:28]2[C:33](=[CH:32][CH:31]=[CH:30][CH:29]=2)[CH2:34][CH:25]([NH:24][C:22]([C:17]2[NH:18][C:19]3[C:15]([CH:16]=2)=[CH:14][C:13]([Cl:12])=[CH:21][CH:20]=3)=[O:23])[C:26]1=[O:38]. Given the reactants Cl.[NH2:2][OH:3].C[O-].[Na+].C1COCC1.[Cl:12][C:13]1[CH:14]=[C:15]2[C:19](=[CH:20][CH:21]=1)[NH:18][C:17]([C:22]([NH:24][CH:25]1[CH2:34][C:33]3[C:28](=[CH:29][CH:30]=[CH:31][CH:32]=3)[N:27]([CH2:35][C:36]#[N:37])[C:26]1=[O:38])=[O:23])=[CH:16]2, predict the reaction product. (5) Given the reactants O.O.O.[F-].C([N+](CCCC)(CCCC)CCCC)CCC.[C:22]([O:26][C:27]([N:29]([C:31]1[CH:36]=[C:35]([CH2:37][O:38][Si](C(C)(C)C)(C)C)[CH:34]=[CH:33][N:32]=1)[CH3:30])=[O:28])([CH3:25])([CH3:24])[CH3:23].C(OCC)(=O)C.O, predict the reaction product. The product is: [C:22]([O:26][C:27]([N:29]([C:31]1[CH:36]=[C:35]([CH2:37][OH:38])[CH:34]=[CH:33][N:32]=1)[CH3:30])=[O:28])([CH3:25])([CH3:23])[CH3:24]. (6) Given the reactants [Cl:1][C:2]1[CH:3]=[N:4][CH:5]=[C:6]([Cl:20])[C:7]=1[S:8][C:9]1[S:13][C:12]([C:14]([OH:16])=O)=[CH:11][C:10]=1[N+:17]([O-:19])=[O:18].[NH2:21][C:22]1[CH:27]=[CH:26][CH:25]=[CH:24][CH:23]=1, predict the reaction product. The product is: [Cl:20][C:6]1[CH:5]=[N:4][CH:3]=[C:2]([Cl:1])[C:7]=1[S:8][C:9]1[S:13][C:12]([C:14]([NH:21][C:22]2[CH:27]=[CH:26][CH:25]=[CH:24][CH:23]=2)=[O:16])=[CH:11][C:10]=1[N+:17]([O-:19])=[O:18]. (7) Given the reactants [CH2:1]([O:8][C:9](N1C(=O)CCC1=O)=[O:10])[C:2]1[CH:7]=[CH:6][CH:5]=[CH:4][CH:3]=1.Cl.[NH2:19][CH:20]([C:26]([O:28][CH2:29][CH3:30])=[O:27])[C:21]([O:23][CH2:24][CH3:25])=[O:22].C(N(CC)CC)C, predict the reaction product. The product is: [CH2:1]([O:8][C:9]([NH:19][CH:20]([C:21]([O:23][CH2:24][CH3:25])=[O:22])[C:26]([O:28][CH2:29][CH3:30])=[O:27])=[O:10])[C:2]1[CH:7]=[CH:6][CH:5]=[CH:4][CH:3]=1. (8) Given the reactants Br[C:2]1[CH:7]=[CH:6][C:5]([C:8]2[O:12][N:11]=[C:10]([CH3:13])[C:9]=2[NH:14][CH:15]2[CH2:23][C:22]3[C:17](=[CH:18][CH:19]=[CH:20][CH:21]=3)[CH2:16]2)=[CH:4][CH:3]=1.[CH2:24]([O:26][C:27]([C:29]1([C:32]2[CH:37]=[CH:36][C:35](B3OC(C)(C)C(C)(C)O3)=[CH:34][CH:33]=2)[CH2:31][CH2:30]1)=[O:28])[CH3:25], predict the reaction product. The product is: [CH2:24]([O:26][C:27]([C:29]1([C:32]2[CH:37]=[CH:36][C:35]([C:2]3[CH:7]=[CH:6][C:5]([C:8]4[O:12][N:11]=[C:10]([CH3:13])[C:9]=4[NH:14][CH:15]4[CH2:23][C:22]5[C:17](=[CH:18][CH:19]=[CH:20][CH:21]=5)[CH2:16]4)=[CH:4][CH:3]=3)=[CH:34][CH:33]=2)[CH2:30][CH2:31]1)=[O:28])[CH3:25]. (9) Given the reactants [NH:1]1[C:5]2[CH:6]=[CH:7][CH:8]=[CH:9][C:4]=2[N:3]=[C:2]1[C:10]1[C:18]2[C:13](=[CH:14][C:15]([C:19]([OH:21])=O)=[CH:16][CH:17]=2)[NH:12][N:11]=1.[NH2:22][C:23]1[CH:28]=[CH:27][C:26]([OH:29])=[CH:25][CH:24]=1.CN(C(ON1N=NC2C=CC=NC1=2)=[N+](C)C)C.F[P-](F)(F)(F)(F)F, predict the reaction product. The product is: [NH:3]1[C:4]2[CH:9]=[CH:8][CH:7]=[CH:6][C:5]=2[N:1]=[C:2]1[C:10]1[C:18]2[C:13](=[CH:14][C:15]([C:19]([NH:22][C:23]3[CH:28]=[CH:27][C:26]([OH:29])=[CH:25][CH:24]=3)=[O:21])=[CH:16][CH:17]=2)[NH:12][N:11]=1. (10) Given the reactants [C:1]([NH:8][CH2:9][CH:10]1[C:18]2[C:13](=[CH:14][C:15]([OH:19])=[CH:16][CH:17]=2)[CH2:12][CH2:11]1)([O:3][C:4]([CH3:7])([CH3:6])[CH3:5])=[O:2].Cl[C:21]1[CH:29]=[CH:28][C:24]([C:25]([NH2:27])=[O:26])=[CH:23][N:22]=1.C([O-])([O-])=O.[K+].[K+].[NH4+].[Cl-], predict the reaction product. The product is: [C:4]([O:3][C:1](=[O:2])[NH:8][CH2:9][CH:10]1[C:18]2[C:13](=[CH:14][C:15]([O:19][C:21]3[CH:29]=[CH:28][C:24]([C:25](=[O:26])[NH2:27])=[CH:23][N:22]=3)=[CH:16][CH:17]=2)[CH2:12][CH2:11]1)([CH3:6])([CH3:7])[CH3:5].